Dataset: Forward reaction prediction with 1.9M reactions from USPTO patents (1976-2016). Task: Predict the product of the given reaction. (1) Given the reactants [C:1]([O:5][C:6](=[O:19])[N:7]([CH2:10][C:11]1[C:12](Cl)=[N:13][CH:14]=[C:15]([CH3:17])[CH:16]=1)[CH2:8][CH3:9])([CH3:4])([CH3:3])[CH3:2].[CH2:20]([O:22][C:23](=[O:42])[CH2:24][C:25]1[CH:30]=[CH:29][C:28]([O:31][CH3:32])=[C:27](B2OC(C)(C)C(C)(C)O2)[CH:26]=1)[CH3:21], predict the reaction product. The product is: [CH2:20]([O:22][C:23](=[O:42])[CH2:24][C:25]1[CH:30]=[CH:29][C:28]([O:31][CH3:32])=[C:27]([C:12]2[C:11]([CH2:10][N:7]([C:6]([O:5][C:1]([CH3:4])([CH3:3])[CH3:2])=[O:19])[CH2:8][CH3:9])=[CH:16][C:15]([CH3:17])=[CH:14][N:13]=2)[CH:26]=1)[CH3:21]. (2) Given the reactants [Cl:1][C:2]1[CH:7]=[CH:6][C:5]([O:8]C)=[CH:4][C:3]=1[CH:10]([CH3:25])[C:11]([C:17]1[CH:18]=[CH:19][C:20](=[O:24])[N:21]([CH3:23])[CH:22]=1)([OH:16])[C:12]([F:15])([F:14])[F:13].B(Br)(Br)Br, predict the reaction product. The product is: [Cl:1][C:2]1[CH:7]=[CH:6][C:5]([OH:8])=[CH:4][C:3]=1[CH:10]([CH3:25])[C:11]([C:17]1[CH:18]=[CH:19][C:20](=[O:24])[N:21]([CH3:23])[CH:22]=1)([OH:16])[C:12]([F:14])([F:15])[F:13]. (3) Given the reactants [H-].[Na+].Cl[C:4]1[CH:12]=[CH:11][C:10]([N+:13]([O-:15])=[O:14])=[CH:9][C:5]=1[C:6]([OH:8])=[O:7].[CH3:16][CH2:17][CH:18]([OH:21])[CH2:19][CH3:20].Cl, predict the reaction product. The product is: [CH2:17]([CH:18]([O:21][C:4]1[CH:12]=[CH:11][C:10]([N+:13]([O-:15])=[O:14])=[CH:9][C:5]=1[C:6]([OH:8])=[O:7])[CH2:19][CH3:20])[CH3:16]. (4) Given the reactants [CH3:1][CH2:2][N:3]([CH2:6][CH2:7]Cl)[CH2:4][CH3:5].Cl.[OH-:10].[K+].O1[CH2:16][CH2:15][CH2:14][CH2:13]1.[C:17](OCC)(=O)C, predict the reaction product. The product is: [CH2:2]([N:3]([CH2:6][CH3:7])[CH2:4][CH2:5][O:10][C:14]([CH3:17])([C:15]#[CH:16])[CH3:13])[CH3:1]. (5) The product is: [ClH:37].[CH3:34][N:3]([CH3:2])[C:4]1([C:28]2[CH:33]=[CH:32][CH:31]=[CH:30][CH:29]=2)[CH2:9][CH2:8][CH:7]([NH:10][C:11](=[O:27])[CH:12]([NH:14][C:15](=[O:26])[CH2:16][C:17]2[C:25]3[C:20](=[CH:21][CH:22]=[CH:23][CH:24]=3)[NH:19][CH:18]=2)[CH3:13])[CH2:6][CH2:5]1. Given the reactants Cl.[CH3:2][N:3]([CH3:34])[C:4]1([C:28]2[CH:33]=[CH:32][CH:31]=[CH:30][CH:29]=2)[CH2:9][CH2:8][CH:7]([NH:10][C:11](=[O:27])[CH:12]([NH:14][C:15](=[O:26])[CH2:16][C:17]2[C:25]3[C:20](=[CH:21][CH:22]=[CH:23][CH:24]=3)[NH:19][CH:18]=2)[CH3:13])[CH2:6][CH2:5]1.C[Si](C)(C)[Cl:37], predict the reaction product. (6) Given the reactants C[O:2][C:3]1[CH:4]=[C:5]2[C:10](=[CH:11][CH:12]=1)[C:9]([C:13]1[CH:21]=[CH:20][CH:19]=[CH:18][C:14]=1[C:15]([OH:17])=[O:16])=[CH:8][CH:7]=[CH:6]2.B(Br)(Br)Br, predict the reaction product. The product is: [OH:2][C:3]1[CH:4]=[C:5]2[C:10](=[CH:11][CH:12]=1)[C:9]([C:13]1[CH:21]=[CH:20][CH:19]=[CH:18][C:14]=1[C:15]([OH:17])=[O:16])=[CH:8][CH:7]=[CH:6]2.